From a dataset of Reaction yield outcomes from USPTO patents with 853,638 reactions. Predict the reaction yield, written as a fraction of the theoretical maximum amount of product (1.0 means a 100% yield; for example, 0.34 means a 34% yield). The yield is 0.910. The reactants are CO[C:3](=[O:21])[C:4]1[CH:9]=[CH:8][C:7]([O:10][CH2:11][C:12]2[C:13]([CH2:17][CH2:18][CH2:19][CH3:20])=[N:14][O:15][CH:16]=2)=[N:6][CH:5]=1.COC(=O)C1C=CC(OC[C:33]2[C:34]([CH2:39]CCC)=[N:35]OC=2C)=NC=1. The product is [CH2:17]([C:13]1[C:12]([CH2:11][O:10][C:7]2[CH:8]=[CH:9][C:4]([C:3]([NH:35][CH:34]([CH3:39])[CH3:33])=[O:21])=[CH:5][N:6]=2)=[CH:16][O:15][N:14]=1)[CH2:18][CH2:19][CH3:20]. No catalyst specified.